From a dataset of Full USPTO retrosynthesis dataset with 1.9M reactions from patents (1976-2016). Predict the reactants needed to synthesize the given product. Given the product [Cl:13][C:8]1[CH:9]=[CH:10][CH:11]=[CH:12][C:7]=1[C:6]([NH:5][CH2:4][CH2:3][NH:2][S:23]([CH3:22])(=[O:25])=[O:24])=[O:14], predict the reactants needed to synthesize it. The reactants are: Cl.[NH2:2][CH2:3][CH2:4][NH:5][C:6](=[O:14])[C:7]1[CH:12]=[CH:11][CH:10]=[CH:9][C:8]=1[Cl:13].C(N(CC)CC)C.[CH3:22][S:23](Cl)(=[O:25])=[O:24].